From a dataset of hERG potassium channel inhibition data for cardiac toxicity prediction from Karim et al.. Regression/Classification. Given a drug SMILES string, predict its toxicity properties. Task type varies by dataset: regression for continuous values (e.g., LD50, hERG inhibition percentage) or binary classification for toxic/non-toxic outcomes (e.g., AMES mutagenicity, cardiotoxicity, hepatotoxicity). Dataset: herg_karim. (1) The compound is c1ccc(-c2c[nH]c([C@H]3Cc4c([nH]c5ccccc45)[C@@H](C4CCOCC4)N3)n2)nc1. The result is 1 (blocker). (2) The compound is CCOc1ccc(Cc2cc(C3CCN(CC4CN([C@@H](C(=O)O)[C@@H](C)CC)C[C@@H]4c4cccc(F)c4)CC3)n(CC)n2)cc1. The result is 0 (non-blocker).